From a dataset of Forward reaction prediction with 1.9M reactions from USPTO patents (1976-2016). Predict the product of the given reaction. (1) Given the reactants [Cl:1][C:2]1[CH:34]=[CH:33][C:5]([O:6][C:7]2[CH:12]=[CH:11][C:10]([N:13]3[CH:17]=[C:16]([C:18]4[CH:23]=[CH:22][C:21]([O:24][CH2:25][C@H:26]5[CH2:28][O:27]5)=[CH:20][CH:19]=4)[N:15]=[C:14]3[CH2:29][O:30][CH2:31][CH3:32])=[CH:9][CH:8]=2)=[CH:4][CH:3]=1.[CH3:35][NH2:36], predict the reaction product. The product is: [Cl:1][C:2]1[CH:34]=[CH:33][C:5]([O:6][C:7]2[CH:12]=[CH:11][C:10]([N:13]3[CH:17]=[C:16]([C:18]4[CH:19]=[CH:20][C:21]([O:24][CH2:25][C@H:26]([OH:27])[CH2:28][NH:36][CH3:35])=[CH:22][CH:23]=4)[N:15]=[C:14]3[CH2:29][O:30][CH2:31][CH3:32])=[CH:9][CH:8]=2)=[CH:4][CH:3]=1. (2) Given the reactants [NH:1]1[CH2:4][CH:3]([CH2:5][C:6]2[N:7]([CH3:31])[C:8]3[C:13]([N:14]=2)=[C:12]([N:15]2[CH2:20][CH2:19][O:18][CH2:17][CH2:16]2)[N:11]=[C:10]([N:21]2[C:25]4[CH:26]=[CH:27][CH:28]=[CH:29][C:24]=4[N:23]=[C:22]2[CH3:30])[N:9]=3)[CH2:2]1.[CH3:32][S:33]([CH:36]=[CH2:37])(=[O:35])=[O:34], predict the reaction product. The product is: [CH3:31][N:7]1[C:6]([CH2:5][CH:3]2[CH2:2][N:1]([CH2:37][CH2:36][S:33]([CH3:32])(=[O:35])=[O:34])[CH2:4]2)=[N:14][C:13]2[C:8]1=[N:9][C:10]([N:21]1[C:25]3[CH:26]=[CH:27][CH:28]=[CH:29][C:24]=3[N:23]=[C:22]1[CH3:30])=[N:11][C:12]=2[N:15]1[CH2:20][CH2:19][O:18][CH2:17][CH2:16]1. (3) Given the reactants S(Cl)(Cl)=O.[I:5][C:6]1[CH:7]=[C:8]([CH:12]=[C:13]([I:15])[CH:14]=1)[C:9]([NH2:11])=O, predict the reaction product. The product is: [I:5][C:6]1[CH:7]=[C:8]([CH:12]=[C:13]([I:15])[CH:14]=1)[C:9]#[N:11]. (4) The product is: [F:45][C:46]([F:51])([F:50])[C:47]([OH:49])=[O:48].[Cl:35][C:32]1[CH:33]=[CH:34][C:29]([NH:28][C:26]([C:25]2[CH:24]=[CH:23][N:22]=[CH:21][C:20]=2[NH:19][C:17](=[O:18])[C:16]2[CH:36]=[CH:37][C:38]([N:40]3[CH2:41][CH2:42][CH2:43][CH2:44]3)=[CH:39][C:15]=2[O:14][CH:11]2[CH2:12][CH2:13][NH:8][CH2:9][CH2:10]2)=[O:27])=[N:30][CH:31]=1. Given the reactants C(OC([N:8]1[CH2:13][CH2:12][CH:11]([O:14][C:15]2[CH:39]=[C:38]([N:40]3[CH2:44][CH2:43][CH2:42][CH2:41]3)[CH:37]=[CH:36][C:16]=2[C:17]([NH:19][C:20]2[CH:21]=[N:22][CH:23]=[CH:24][C:25]=2[C:26]([NH:28][C:29]2[CH:34]=[CH:33][C:32]([Cl:35])=[CH:31][N:30]=2)=[O:27])=[O:18])[CH2:10][CH2:9]1)=O)(C)(C)C.[F:45][C:46]([F:51])([F:50])[C:47]([OH:49])=[O:48], predict the reaction product. (5) The product is: [CH3:13][NH:15][CH2:16][CH2:17][NH:18][C:2]1[CH:9]=[C:8]([N+:10]([O-:12])=[O:11])[CH:7]=[CH:6][C:3]=1[C:4]#[N:5]. Given the reactants F[C:2]1[CH:9]=[C:8]([N+:10]([O-:12])=[O:11])[CH:7]=[CH:6][C:3]=1[C:4]#[N:5].[CH2:13]([NH:15][CH2:16][CH2:17][NH2:18])C.C(=O)([O-])[O-].[K+].[K+], predict the reaction product. (6) Given the reactants [Br:1][C:2]1[CH:3]=[C:4]([C:8](=O)[CH2:9][CH3:10])[CH:5]=[CH:6][CH:7]=1.C([SiH](CC)CC)C, predict the reaction product. The product is: [Br:1][C:2]1[CH:7]=[CH:6][CH:5]=[C:4]([CH2:8][CH2:9][CH3:10])[CH:3]=1. (7) Given the reactants [I:1][C:2]1[CH:3]=[CH:4][C:5]([CH3:11])=[C:6]([CH:10]=1)[C:7]([OH:9])=[O:8].Cl.CN(C)CCCN=C=NCC.[C:24](O)([CH3:27])([CH3:26])[CH3:25], predict the reaction product. The product is: [C:24]([O:8][C:7](=[O:9])[C:6]1[CH:10]=[C:2]([I:1])[CH:3]=[CH:4][C:5]=1[CH3:11])([CH3:27])([CH3:26])[CH3:25]. (8) Given the reactants Cl.[NH2:2][C:3]1[CH:4]=[C:5]([CH:21]=[CH:22][CH:23]=1)[CH2:6][NH:7][C:8]1[C:17]2[C:12](=[C:13]([C:18]([NH2:20])=[O:19])[CH:14]=[CH:15][CH:16]=2)[N:11]=[CH:10][N:9]=1.Cl[C:25]1[S:26][C:27]2[CH:33]=[C:32]([O:34][CH3:35])[CH:31]=[CH:30][C:28]=2[N:29]=1, predict the reaction product. The product is: [CH3:35][O:34][C:32]1[CH:31]=[CH:30][C:28]2[N:29]=[C:25]([NH:2][C:3]3[CH:4]=[C:5]([CH:21]=[CH:22][CH:23]=3)[CH2:6][NH:7][C:8]3[C:17]4[C:12](=[C:13]([C:18]([NH2:20])=[O:19])[CH:14]=[CH:15][CH:16]=4)[N:11]=[CH:10][N:9]=3)[S:26][C:27]=2[CH:33]=1. (9) The product is: [ClH:1].[NH2:20][C:15]1[N:14]=[C:13]2[C:12]([NH:28][C:29]([C@H:31]3[CH2:36][CH2:35][C@H:34]([N:37]4[CH2:42][CH2:41][O:40][CH2:39][C:38]4=[O:43])[CH2:33][CH2:32]3)=[O:30])=[C:11]([C:9]([NH:8][C:5]3[CH:4]=[CH:3][C:2]([Cl:1])=[CH:7][N:6]=3)=[O:10])[O:19][C:18]2=[CH:17][CH:16]=1. Given the reactants [Cl:1][C:2]1[CH:3]=[CH:4][C:5]([NH:8][C:9]([C:11]2[O:19][C:18]3[C:13](=[N:14][C:15]([NH:20]C(=O)OC(C)(C)C)=[CH:16][CH:17]=3)[C:12]=2[NH:28][C:29]([C@H:31]2[CH2:36][CH2:35][C@H:34]([N:37]3[CH2:42][CH2:41][O:40][CH2:39][C:38]3=[O:43])[CH2:33][CH2:32]2)=[O:30])=[O:10])=[N:6][CH:7]=1.Cl.O1CCOCC1, predict the reaction product.